Dataset: Forward reaction prediction with 1.9M reactions from USPTO patents (1976-2016). Task: Predict the product of the given reaction. (1) Given the reactants [NH2:1][C@H:2]1[C:11]2[C:6](=[CH:7][CH:8]=[C:9]([O:12][CH3:13])[N:10]=2)[N:5]([C:14](=[O:16])[CH3:15])[C@@H:4]([CH:17]2[CH2:19][CH2:18]2)[C@@H:3]1[CH3:20].Br[C:22]1[CH:27]=[CH:26][CH:25]=[C:24]([CH3:28])[N:23]=1.CN(C1C(C2C(P(C3CCCCC3)C3CCCCC3)=CC=CC=2)=CC=CC=1)C.CC(C)([O-])C.[Na+], predict the reaction product. The product is: [CH:17]1([C@H:4]2[C@H:3]([CH3:20])[C@@H:2]([NH:1][C:22]3[CH:27]=[CH:26][CH:25]=[C:24]([CH3:28])[N:23]=3)[C:11]3[C:6](=[CH:7][CH:8]=[C:9]([O:12][CH3:13])[N:10]=3)[N:5]2[C:14](=[O:16])[CH3:15])[CH2:19][CH2:18]1. (2) Given the reactants [H-].[Na+].[Cl:3][C:4]1[CH:9]=[CH:8][N:7]=[C:6]2[NH:10][CH:11]=[C:12]([I:13])[C:5]=12.[C:14]1([CH3:24])[CH:19]=[CH:18][C:17]([S:20](Cl)(=[O:22])=[O:21])=[CH:16][CH:15]=1.C(=O)(O)[O-].[Na+], predict the reaction product. The product is: [Cl:3][C:4]1[CH:9]=[CH:8][N:7]=[C:6]2[N:10]([S:20]([C:17]3[CH:18]=[CH:19][C:14]([CH3:24])=[CH:15][CH:16]=3)(=[O:22])=[O:21])[CH:11]=[C:12]([I:13])[C:5]=12. (3) Given the reactants [CH2:1]([O:3][C:4]([C:6]1[C:7]([OH:14])=[N:8][N:9]([CH:11]([CH3:13])[CH3:12])[CH:10]=1)=[O:5])[CH3:2].[Br:15]N1C(=O)CCC1=O, predict the reaction product. The product is: [CH2:1]([O:3][C:4]([C:6]1[C:7]([OH:14])=[N:8][N:9]([CH:11]([CH3:13])[CH3:12])[C:10]=1[Br:15])=[O:5])[CH3:2]. (4) Given the reactants [Br:1][C:2]1[CH:11]=[C:10]2[C:5]([C:6]([NH:13][CH2:14][CH:15]([CH3:17])[CH3:16])=[C:7]([NH2:12])[CH:8]=[N:9]2)=[CH:4][CH:3]=1.[CH2:18]([O:20][CH2:21][C:22](Cl)=O)[CH3:19], predict the reaction product. The product is: [Br:1][C:2]1[CH:3]=[CH:4][C:5]2[C:6]3[N:13]([CH2:14][CH:15]([CH3:17])[CH3:16])[C:19]([CH2:18][O:20][CH2:21][CH3:22])=[N:12][C:7]=3[CH:8]=[N:9][C:10]=2[CH:11]=1. (5) Given the reactants [OH:1][C@H:2]([CH2:15][OH:16])[C:3]#[C:4][C:5]1[CH:14]=[CH:13][CH:12]=[CH:11][C:6]=1[C:7]([O:9]C)=[O:8].[BrH:17].C1(NC2CCCCC2)CCCCC1, predict the reaction product. The product is: [Br:17][C:4]1[C:5]2[C:6](=[CH:11][CH:12]=[CH:13][CH:14]=2)[C:7](=[O:9])[O:8][C:3]=1[C@H:2]([OH:1])[CH2:15][OH:16].